This data is from Full USPTO retrosynthesis dataset with 1.9M reactions from patents (1976-2016). The task is: Predict the reactants needed to synthesize the given product. (1) Given the product [F:1][C:2]1[CH:10]=[C:9]2[C:5]([CH:6]=[N:7][NH:8]2)=[CH:4][C:3]=1[CH:11]1[C:12]([C:13]#[N:14])=[C:15]([CH3:16])[NH:24][C:22]2[O:21][N:20]=[C:19]([CH3:18])[C:23]1=2, predict the reactants needed to synthesize it. The reactants are: [F:1][C:2]1[CH:10]=[C:9]2[C:5]([CH:6]=[N:7][NH:8]2)=[CH:4][C:3]=1/[CH:11]=[C:12](/[C:15](=O)[CH3:16])\[C:13]#[N:14].[CH3:18][C:19]1[CH:23]=[C:22]([NH2:24])[O:21][N:20]=1. (2) Given the product [CH:1]1([N:4]([CH:5]2[CH2:10][CH2:9][N:8]([C:11]3[C:16]([F:17])=[CH:15][C:14]([C:18]([F:20])([F:19])[F:21])=[CH:13][N:12]=3)[CH2:7][CH2:6]2)[C:26](=[O:27])[C:25]2[CH:29]=[CH:30][C:31]([N:32]3[CH:36]=[CH:35][N:34]=[C:33]3[CH3:37])=[C:23]([F:22])[CH:24]=2)[CH2:2][CH2:3]1, predict the reactants needed to synthesize it. The reactants are: [CH:1]1([NH:4][CH:5]2[CH2:10][CH2:9][N:8]([C:11]3[C:16]([F:17])=[CH:15][C:14]([C:18]([F:21])([F:20])[F:19])=[CH:13][N:12]=3)[CH2:7][CH2:6]2)[CH2:3][CH2:2]1.[F:22][C:23]1[CH:24]=[C:25]([CH:29]=[CH:30][C:31]=1[N:32]1[CH:36]=[CH:35][N:34]=[C:33]1[CH3:37])[C:26](O)=[O:27]. (3) Given the product [CH2:22]([O:21][C:17]([C:18]1[O:19][C:5]2=[N:6][CH:7]=[C:2]([Br:1])[CH:3]=[C:4]2[C:9]=1[NH2:10])=[O:20])[CH3:23], predict the reactants needed to synthesize it. The reactants are: [Br:1][C:2]1[CH:3]=[C:4]([C:9]#[N:10])[C:5](Cl)=[N:6][CH:7]=1.C([O-])([O-])=O.[Cs+].[Cs+].[C:17]([O:21][CH2:22][CH3:23])(=[O:20])[CH2:18][OH:19].CN1C(=O)CCC1. (4) Given the product [C:22]([C:24]1[CH:32]=[CH:31][C:27]([C:28]([NH:13][C:14]2[CH:21]=[CH:20][C:17]([CH2:18][NH:19][C:10]3[C:9]4[C:4](=[CH:5][CH:6]=[CH:7][CH:8]=4)[N:3]=[C:2]([NH:34][CH3:33])[N:11]=3)=[CH:16][CH:15]=2)=[O:29])=[CH:26][CH:25]=1)#[N:23], predict the reactants needed to synthesize it. The reactants are: Cl[C:2]1[N:11]=[C:10](Cl)[C:9]2[C:4](=[CH:5][CH:6]=[CH:7][CH:8]=2)[N:3]=1.[NH2:13][C:14]1[CH:21]=[CH:20][C:17]([CH2:18][NH2:19])=[CH:16][CH:15]=1.[C:22]([C:24]1[CH:32]=[CH:31][C:27]([C:28](Cl)=[O:29])=[CH:26][CH:25]=1)#[N:23].[CH3:33][NH2:34]. (5) The reactants are: [NH:1]1[CH2:4][CH:3]([N:5]2[CH2:10][CH2:9][N:8]([C:11]([C:13]3[S:14][CH:15]=[CH:16][N:17]=3)=[O:12])[CH2:7][CH2:6]2)[CH2:2]1.CCN(CC)CC.[F:25][C:26]1[C:27]2[CH:37]=[C:36]([C:38]3[CH:43]=[CH:42][CH:41]=[CH:40][CH:39]=3)[CH:35]=[CH:34][C:28]=2[S:29][C:30]=1[C:31](Cl)=[O:32]. Given the product [F:25][C:26]1[C:27]2[CH:37]=[C:36]([C:38]3[CH:43]=[CH:42][CH:41]=[CH:40][CH:39]=3)[CH:35]=[CH:34][C:28]=2[S:29][C:30]=1[C:31]([N:1]1[CH2:2][CH:3]([N:5]2[CH2:6][CH2:7][N:8]([C:11]([C:13]3[S:14][CH:15]=[CH:16][N:17]=3)=[O:12])[CH2:9][CH2:10]2)[CH2:4]1)=[O:32], predict the reactants needed to synthesize it. (6) Given the product [CH2:1]([O:3][C:4](=[O:19])[CH:5]([C:6]1[C:15]2[C:10](=[CH:11][CH:12]=[C:13]([O:16][CH3:17])[N:14]=2)[N:9]=[CH:8][C:7]=1[F:18])[CH2:31][N:32]1[C:36](=[O:37])[C:35]2[C:34](=[CH:41][CH:40]=[CH:39][CH:38]=2)[C:33]1=[O:42])[CH3:2], predict the reactants needed to synthesize it. The reactants are: [CH2:1]([O:3][C:4](=[O:19])[CH2:5][C:6]1[C:15]2[C:10](=[CH:11][CH:12]=[C:13]([O:16][CH3:17])[N:14]=2)[N:9]=[CH:8][C:7]=1[F:18])[CH3:2].[Li+].C[Si]([N-][Si](C)(C)C)(C)C.Br[CH2:31][N:32]1[C:36](=[O:37])[C:35]2=[CH:38][CH:39]=[CH:40][CH:41]=[C:34]2[C:33]1=[O:42]. (7) Given the product [C:42]([O:41][C:39]([N:10]([C:8]([O:7][C:3]([CH3:6])([CH3:5])[CH3:4])=[O:9])[C:11]1[C:16]([C:17]([O:19][CH3:20])=[O:18])=[C:15]([O:21][S:22]([C:25]2[CH:30]=[CH:29][C:28]([CH3:31])=[CH:27][CH:26]=2)(=[O:24])=[O:23])[C:14]([C:32]2[CH:36]=[CH:35][O:34][C:33]=2[CH2:37][OH:38])=[CH:13][CH:12]=1)=[O:40])([CH3:44])([CH3:45])[CH3:43], predict the reactants needed to synthesize it. The reactants are: [BH4-].[Na+].[C:3]([O:7][C:8]([N:10]([C:39]([O:41][C:42]([CH3:45])([CH3:44])[CH3:43])=[O:40])[C:11]1[C:16]([C:17]([O:19][CH3:20])=[O:18])=[C:15]([O:21][S:22]([C:25]2[CH:30]=[CH:29][C:28]([CH3:31])=[CH:27][CH:26]=2)(=[O:24])=[O:23])[C:14]([C:32]2[CH:36]=[CH:35][O:34][C:33]=2[CH:37]=[O:38])=[CH:13][CH:12]=1)=[O:9])([CH3:6])([CH3:5])[CH3:4].